Predict the product of the given reaction. From a dataset of Forward reaction prediction with 1.9M reactions from USPTO patents (1976-2016). (1) Given the reactants Cl[C:2]1[CH:7]=[CH:6][C:5]([N+:8]([O-:10])=[O:9])=[CH:4][C:3]=1[C:11]([C:13]1[NH:14][CH:15]=[CH:16][CH:17]=1)=O.O.[NH2:19][NH2:20], predict the reaction product. The product is: [N+:8]([C:5]1[CH:4]=[C:3]2[C:2](=[CH:7][CH:6]=1)[NH:20][N:19]=[C:11]2[C:13]1[NH:14][CH:15]=[CH:16][CH:17]=1)([O-:10])=[O:9]. (2) Given the reactants [CH3:1][O:2][C:3]1[CH:20]=[C:19]([O:21][CH3:22])[CH:18]=[CH:17][C:4]=1[CH2:5][NH:6][S:7]([CH2:10][C:11]1[CH:16]=[CH:15][CH:14]=[CH:13][CH:12]=1)(=[O:9])=[O:8].[CH2:23]([Li])CCC.CI.O, predict the reaction product. The product is: [CH3:1][O:2][C:3]1[CH:20]=[C:19]([O:21][CH3:22])[CH:18]=[CH:17][C:4]=1[CH2:5][NH:6][S:7]([CH:10]([C:11]1[CH:16]=[CH:15][CH:14]=[CH:13][CH:12]=1)[CH3:23])(=[O:9])=[O:8]. (3) Given the reactants [CH3:1][O:2][C:3]1[CH:4]=[C:5]([CH:8]=[CH:9][N:10]=1)[CH:6]=[O:7].[CH:11]1([Mg]Br)[CH2:13][CH2:12]1.[Cl-].[NH4+], predict the reaction product. The product is: [CH:11]1([CH:6]([C:5]2[CH:8]=[CH:9][N:10]=[C:3]([O:2][CH3:1])[CH:4]=2)[OH:7])[CH2:13][CH2:12]1. (4) Given the reactants [CH:1]1([CH2:4][O:5][CH2:6][C:7]2[CH:8]=[CH:9][C:10]([NH2:14])=[N:11][C:12]=2[CH3:13])[CH2:3][CH2:2]1.[Cl:15][C:16]1[CH:17]=[C:18]([S:23](Cl)(=[O:25])=[O:24])[C:19](C)=[CH:20][CH:21]=1, predict the reaction product. The product is: [Cl:15][C:16]1[CH:17]=[C:18]([S:23]([NH:14][C:10]2[CH:9]=[CH:8][C:7]([CH2:6][O:5][CH2:4][CH:1]3[CH2:3][CH2:2]3)=[C:12]([CH3:13])[N:11]=2)(=[O:25])=[O:24])[CH:19]=[CH:20][CH:21]=1. (5) Given the reactants [NH2:1][C:2]1[CH:6]=[C:5]([C:7]([O:9][CH3:10])=[O:8])[NH:4][N:3]=1.[C:11](O[C:11]([O:13][C:14]([CH3:17])([CH3:16])[CH3:15])=[O:12])([O:13][C:14]([CH3:17])([CH3:16])[CH3:15])=[O:12].N1C=CN=C1, predict the reaction product. The product is: [C:14]([O:13][C:11]([NH:1][C:2]1[CH:6]=[C:5]([C:7]([O:9][CH3:10])=[O:8])[NH:4][N:3]=1)=[O:12])([CH3:17])([CH3:16])[CH3:15]. (6) Given the reactants CO[C:3](=[O:15])[C@H:4]([CH2:13][OH:14])[NH:5][C:6]([O:8][C:9]([CH3:12])([CH3:11])[CH3:10])=[O:7].[CH2:16]([NH2:19])[CH2:17][NH2:18], predict the reaction product. The product is: [NH2:18][CH2:17][CH2:16][NH:19][C:3](=[O:15])[C@@H:4]([NH:5][C:6](=[O:7])[O:8][C:9]([CH3:10])([CH3:11])[CH3:12])[CH2:13][OH:14]. (7) Given the reactants Cl[C:2]1[N:7]=[C:6]([C:8]([O:10][CH3:11])=[O:9])[CH:5]=[C:4](Cl)[N:3]=1.[CH3:13][C:14]1[CH:19]=[CH:18][C:17](B(O)O)=[CH:16][CH:15]=1.[O-]P([O-])([O-])=O.[K+].[K+].[K+].C(=O)(O)[O-].[Na+], predict the reaction product. The product is: [CH3:13][C:14]1[CH:19]=[CH:18][C:17]([C:2]2[N:7]=[C:6]([C:8]([O:10][CH3:11])=[O:9])[CH:5]=[C:4]([C:17]3[CH:18]=[CH:19][C:14]([CH3:13])=[CH:15][CH:16]=3)[N:3]=2)=[CH:16][CH:15]=1.